From a dataset of Reaction yield outcomes from USPTO patents with 853,638 reactions. Predict the reaction yield, written as a fraction of the theoretical maximum amount of product (1.0 means a 100% yield; for example, 0.34 means a 34% yield). (1) The reactants are Cl[C:2]1[N:3]=[C:4]([O:11][C:12]2[C:19]([CH3:20])=[CH:18][C:15]([C:16]#[N:17])=[CH:14][C:13]=2[CH3:21])[C:5]2[CH:10]=[CH:9][S:8][C:6]=2[N:7]=1.C(O)(C(F)(F)F)=O.[NH2:29][C:30]1[CH:37]=[CH:36][C:33]([C:34]#[N:35])=[CH:32][CH:31]=1. The catalyst is C(OCC)(=O)C. The product is [C:34]([C:33]1[CH:36]=[CH:37][C:30]([NH:29][C:2]2[N:3]=[C:4]([O:11][C:12]3[C:19]([CH3:20])=[CH:18][C:15]([C:16]#[N:17])=[CH:14][C:13]=3[CH3:21])[C:5]3[CH:10]=[CH:9][S:8][C:6]=3[N:7]=2)=[CH:31][CH:32]=1)#[N:35]. The yield is 0.140. (2) The reactants are [C:1]([O:5][C:6]1[CH:14]=[C:13]2[C:9]([CH:10]=[C:11]([C:15]([CH3:18])([CH3:17])[CH3:16])[NH:12]2)=[CH:8][C:7]=1[N+:19]([O-])=O)([CH3:4])([CH3:3])[CH3:2]. The catalyst is CO.[Ni]. The product is [C:1]([O:5][C:6]1[CH:14]=[C:13]2[C:9]([CH:10]=[C:11]([C:15]([CH3:18])([CH3:17])[CH3:16])[NH:12]2)=[CH:8][C:7]=1[NH2:19])([CH3:4])([CH3:3])[CH3:2]. The yield is 0.320.